Predict the reaction yield, written as a fraction of the theoretical maximum amount of product (1.0 means a 100% yield; for example, 0.34 means a 34% yield). From a dataset of Reaction yield outcomes from USPTO patents with 853,638 reactions. (1) The reactants are [OH:1][C:2]1[CH:3]=[C:4]([Br:11])[CH:5]=[C:6]([CH:10]=1)[C:7]([OH:9])=[O:8].C([O-])([O-])=O.[K+].[K+].[CH:18]1[CH:23]=[CH:22][C:21]([CH2:24]Br)=[CH:20][CH:19]=1.Cl. The catalyst is CN(C=O)C.O. The product is [CH2:24]([O:1][C:2]1[CH:10]=[C:6]([CH:5]=[C:4]([Br:11])[CH:3]=1)[C:7]([OH:9])=[O:8])[C:21]1[CH:22]=[CH:23][CH:18]=[CH:19][CH:20]=1. The yield is 0.780. (2) The reactants are [C:1]([O:5][C:6]([N:8]1[CH2:13][CH2:12][CH:11]([O:14][C:15]2[CH:20]=[CH:19][C:18]([C:21]#[N:22])=[C:17]([CH3:23])[CH:16]=2)[CH2:10][CH2:9]1)=[O:7])([CH3:4])([CH3:3])[CH3:2].CO[CH:26](OC)[N:27]([CH3:29])[CH3:28].N1CC[CH2:34][CH2:33]1.CN(C=O)C. No catalyst specified. The product is [C:1]([O:5][C:6]([N:8]1[CH2:9][CH2:10][CH:11]([O:14][C:15]2[CH:20]=[CH:19][C:18]([C:21]#[N:22])=[C:17](/[CH:23]=[CH:29]/[N:27]3[CH2:26][CH2:34][CH2:33][CH2:28]3)[CH:16]=2)[CH2:12][CH2:13]1)=[O:7])([CH3:4])([CH3:3])[CH3:2]. The yield is 0.955. (3) The reactants are [CH:1]1([C:5]2[C:13]([C:14]3[NH:18][C:17]([O:19][CH2:20][CH3:21])=[N:16][N:15]=3)=[CH:12][C:8]([C:9](O)=[O:10])=[C:7]([CH3:22])[CH:6]=2)[CH2:4][CH2:3][CH2:2]1.CCN(C(C)C)C(C)C.C1C=CC2N(O)N=NC=2C=1.CCN=C=NCCCN(C)C.Cl.[NH:54]1[CH2:59][CH2:58][CH:57]([C:60]2[CH:67]=[CH:66][C:63]([C:64]#[N:65])=[CH:62][CH:61]=2)[CH2:56][CH2:55]1. The catalyst is CN(C)C=O.C(OCC)(=O)C. The product is [CH:1]1([C:5]2[C:13]([C:14]3[NH:18][C:17]([O:19][CH2:20][CH3:21])=[N:16][N:15]=3)=[CH:12][C:8]([C:9]([N:54]3[CH2:59][CH2:58][CH:57]([C:60]4[CH:67]=[CH:66][C:63]([C:64]#[N:65])=[CH:62][CH:61]=4)[CH2:56][CH2:55]3)=[O:10])=[C:7]([CH3:22])[CH:6]=2)[CH2:2][CH2:3][CH2:4]1. The yield is 0.680. (4) The reactants are [BH4-].[Na+].[Br:3][C:4]1[C:5]2[CH2:11][CH:10]([CH3:12])[C:9](=O)[C:6]=2[S:7][CH:8]=1.Cl.C1(C)C=CC=CC=1. The catalyst is C1COCC1.CO.O. The product is [Br:3][C:4]1[C:5]2[CH2:11][C:10]([CH3:12])=[CH:9][C:6]=2[S:7][CH:8]=1. The yield is 0.990.